Predict the product of the given reaction. From a dataset of Forward reaction prediction with 1.9M reactions from USPTO patents (1976-2016). (1) Given the reactants [NH2:1][C:2]1[CH:7]=[CH:6][C:5]([C:8]2[S:9][C:10]3[CH:16]=[C:15]([O:17][CH3:18])[CH:14]=[CH:13][C:11]=3[N:12]=2)=[CH:4][CH:3]=1.[I:19]Cl.C(Cl)Cl, predict the reaction product. The product is: [NH2:1][C:2]1[CH:3]=[CH:4][C:5]([C:8]2[S:9][C:10]3[CH:16]=[C:15]([O:17][CH3:18])[CH:14]=[CH:13][C:11]=3[N:12]=2)=[CH:6][C:7]=1[I:19]. (2) Given the reactants [C:1]([C:3]1[CH:4]=[C:5]([C:9]#[C:10][CH2:11][OH:12])[CH:6]=[CH:7][CH:8]=1)#[N:2], predict the reaction product. The product is: [C:1]([C:3]1[CH:4]=[C:5]([CH2:9][CH2:10][CH2:11][OH:12])[CH:6]=[CH:7][CH:8]=1)#[N:2]. (3) Given the reactants [Cl:1][C:2]1[CH:26]=[CH:25][C:5]([C:6]([NH:8][C:9]2[CH:18]=[C:17]3[C:12]([CH:13]=[CH:14][CH:15]=[C:16]3[N:19]3[CH2:24][CH2:23][NH:22][CH2:21][CH2:20]3)=[CH:11][CH:10]=2)=[O:7])=[CH:4][CH:3]=1.[I-].[Na+].C(N(CC)CC)C.[CH3:36][O:37][CH2:38][CH2:39]Br, predict the reaction product. The product is: [Cl:1][C:2]1[CH:3]=[CH:4][C:5]([C:6]([NH:8][C:9]2[CH:18]=[C:17]3[C:12]([CH:13]=[CH:14][CH:15]=[C:16]3[N:19]3[CH2:24][CH2:23][N:22]([CH2:39][CH2:38][O:37][CH3:36])[CH2:21][CH2:20]3)=[CH:11][CH:10]=2)=[O:7])=[CH:25][CH:26]=1. (4) Given the reactants [CH2:1]([NH2:3])[CH3:2].[Cl:4][C:5]1[CH:10]=[CH:9][C:8]([CH2:11]Cl)=[CH:7][N:6]=1.O, predict the reaction product. The product is: [Cl:4][C:5]1[N:6]=[CH:7][C:8]([CH2:11][NH:3][CH2:1][CH3:2])=[CH:9][CH:10]=1. (5) Given the reactants [OH-].[K+].C([O:5][C:6]([C:8]1[N:9]=[CH:10][S:11][C:12]=1[S:13][CH2:14][CH3:15])=[O:7])C.[ClH:16], predict the reaction product. The product is: [ClH:16].[CH2:14]([S:13][C:12]1[S:11][CH:10]=[N:9][C:8]=1[C:6]([OH:7])=[O:5])[CH3:15]. (6) Given the reactants O=C1C2C(=CC=CC=2)C(=O)[N:3]1[CH2:12][CH2:13][CH2:14][N:15]1[CH2:19][CH2:18][CH:17]([C:20]#[N:21])[CH2:16]1, predict the reaction product. The product is: [NH2:3][CH2:12][CH2:13][CH2:14][N:15]1[CH2:19][CH2:18][CH:17]([C:20]#[N:21])[CH2:16]1.